This data is from Full USPTO retrosynthesis dataset with 1.9M reactions from patents (1976-2016). The task is: Predict the reactants needed to synthesize the given product. Given the product [CH3:20][O:21][C:22]([C:23]1[CH:24]=[C:25]([OH:27])[C:34]2[C:29](=[C:30]([O:37][CH3:38])[C:31]([Cl:36])=[CH:32][C:33]=2[Cl:35])[N:28]=1)=[O:39], predict the reactants needed to synthesize it. The reactants are: BrC1C=CC(NC(=CC([O-])=O)C(OC)=O)=C(OC)C=1.[CH3:20][O:21][C:22](=[O:39])[C:23]([NH:28][C:29]1[CH:34]=[C:33]([Cl:35])[CH:32]=[C:31]([Cl:36])[C:30]=1[O:37][CH3:38])=[CH:24][C:25]([O-:27])=O.